From a dataset of NCI-60 drug combinations with 297,098 pairs across 59 cell lines. Regression. Given two drug SMILES strings and cell line genomic features, predict the synergy score measuring deviation from expected non-interaction effect. (1) Drug 1: C1CC(C1)(C(=O)O)C(=O)O.[NH2-].[NH2-].[Pt+2]. Drug 2: CC1=C(C(=CC=C1)Cl)NC(=O)C2=CN=C(S2)NC3=CC(=NC(=N3)C)N4CCN(CC4)CCO. Cell line: NCI-H460. Synergy scores: CSS=29.1, Synergy_ZIP=-1.70, Synergy_Bliss=-0.0167, Synergy_Loewe=1.29, Synergy_HSA=1.98. (2) Drug 1: CC1=C(C=C(C=C1)NC(=O)C2=CC=C(C=C2)CN3CCN(CC3)C)NC4=NC=CC(=N4)C5=CN=CC=C5. Drug 2: C1=NC(=NC(=O)N1C2C(C(C(O2)CO)O)O)N. Cell line: HCT116. Synergy scores: CSS=44.0, Synergy_ZIP=0.991, Synergy_Bliss=-0.917, Synergy_Loewe=-28.8, Synergy_HSA=-7.67. (3) Drug 1: C1=CN(C(=O)N=C1N)C2C(C(C(O2)CO)O)O.Cl. Drug 2: CN(C(=O)NC(C=O)C(C(C(CO)O)O)O)N=O. Cell line: MDA-MB-231. Synergy scores: CSS=17.4, Synergy_ZIP=-6.17, Synergy_Bliss=-2.67, Synergy_Loewe=-10.6, Synergy_HSA=-0.485. (4) Drug 1: CNC(=O)C1=CC=CC=C1SC2=CC3=C(C=C2)C(=NN3)C=CC4=CC=CC=N4. Drug 2: CCC1(CC2CC(C3=C(CCN(C2)C1)C4=CC=CC=C4N3)(C5=C(C=C6C(=C5)C78CCN9C7C(C=CC9)(C(C(C8N6C)(C(=O)OC)O)OC(=O)C)CC)OC)C(=O)OC)O.OS(=O)(=O)O. Cell line: RPMI-8226. Synergy scores: CSS=23.3, Synergy_ZIP=2.83, Synergy_Bliss=4.31, Synergy_Loewe=-57.0, Synergy_HSA=0.884.